The task is: Predict the reactants needed to synthesize the given product.. This data is from Full USPTO retrosynthesis dataset with 1.9M reactions from patents (1976-2016). (1) Given the product [CH:1]1([NH:4][S:5]([NH:29][C:24]2[CH:25]=[C:26]3[C:21](=[CH:22][CH:23]=2)[N:20]=[C:19]([NH:18][C@H:9]2[C:17]4[C:12](=[CH:13][CH:14]=[CH:15][CH:16]=4)[CH2:11][CH2:10]2)[CH:28]=[CH:27]3)(=[O:7])=[O:6])[CH2:3][CH2:2]1, predict the reactants needed to synthesize it. The reactants are: [CH:1]1([NH:4][S:5](Cl)(=[O:7])=[O:6])[CH2:3][CH2:2]1.[C@H:9]1([NH:18][C:19]2[CH:28]=[CH:27][C:26]3[C:21](=[CH:22][CH:23]=[C:24]([NH2:29])[CH:25]=3)[N:20]=2)[C:17]2[C:12](=[CH:13][CH:14]=[CH:15][CH:16]=2)[CH2:11][CH2:10]1. (2) Given the product [CH3:1][O:2][C:3]1[CH:4]=[C:5]([CH:25]=[CH:26][C:27]=1[O:28][CH3:29])[CH2:6][NH:7][C:8](=[O:24])[C:9]1[CH:14]=[C:13]([N+:15]([O-:17])=[O:16])[CH:12]=[CH:11][C:10]=1[NH:18][CH:19]1[CH2:22][O:23][C:32]([CH3:34])([CH3:33])[O:21][CH2:20]1, predict the reactants needed to synthesize it. The reactants are: [CH3:1][O:2][C:3]1[CH:4]=[C:5]([CH:25]=[CH:26][C:27]=1[O:28][CH3:29])[CH2:6][NH:7][C:8](=[O:24])[C:9]1[CH:14]=[C:13]([N+:15]([O-:17])=[O:16])[CH:12]=[CH:11][C:10]=1[NH:18][CH:19]([CH2:22][OH:23])[CH2:20][OH:21].CO[C:32](OC)([CH3:34])[CH3:33].C1(C)C=CC(S(O)(=O)=O)=CC=1. (3) The reactants are: [SH:1][CH2:2][CH2:3][C:4]([OH:6])=[O:5].C[O-].[Na+].Br[CH2:11][C:12]([N:14]([CH2:17][CH3:18])[CH2:15][CH3:16])=[O:13]. Given the product [CH2:15]([N:14]([CH2:17][CH3:18])[C:12]([CH2:11][S:1][CH2:2][CH2:3][C:4]([OH:6])=[O:5])=[O:13])[CH3:16], predict the reactants needed to synthesize it. (4) Given the product [F:54][C:53]1[CH:52]=[CH:51][CH:50]=[C:49]([F:55])[C:48]=1[CH2:47][N:44]1[C:43](=[O:56])[N:42]([C:57]2[N:58]=[N:59][C:60]([O:63][CH3:64])=[CH:61][CH:62]=2)[C:41](=[O:65])[C:40]2=[C:39]([CH2:66][N:67]([CH3:68])[CH3:69])[C:38]([C:35]3[CH:36]=[CH:37][C:32]([NH:31][C:1]([NH:8][CH3:5])=[O:4])=[CH:33][CH:34]=3)=[CH:46][N:45]12, predict the reactants needed to synthesize it. The reactants are: [C:1]([OH:4])(=O)C.[CH:5]([N:8](CC)C(C)C)(C)C.C1(P(N=[N+]=[N-])(C2C=CC=CC=2)=O)C=CC=CC=1.[NH2:31][C:32]1[CH:37]=[CH:36][C:35]([C:38]2[C:39]([CH2:66][N:67]([CH3:69])[CH3:68])=[C:40]3[N:45]([CH:46]=2)[N:44]([CH2:47][C:48]2[C:53]([F:54])=[CH:52][CH:51]=[CH:50][C:49]=2[F:55])[C:43](=[O:56])[N:42]([C:57]2[N:58]=[N:59][C:60]([O:63][CH3:64])=[CH:61][CH:62]=2)[C:41]3=[O:65])=[CH:34][CH:33]=1. (5) Given the product [F:1][C:2]1[CH:3]=[C:4]([CH:37]=[C:38]([F:40])[CH:39]=1)[O:5][CH:6]([CH2:12][C:13]1[CH:18]=[CH:17][C:16]([O:19][CH2:20][CH2:21][NH:22][C:23](=[O:36])[C:24]2[CH:29]=[CH:28][C:27]([C:30]3[CH:35]=[CH:34][CH:33]=[CH:32][N:31]=3)=[CH:26][CH:25]=2)=[CH:15][CH:14]=1)[C:7]([OH:9])=[O:8], predict the reactants needed to synthesize it. The reactants are: [F:1][C:2]1[CH:3]=[C:4]([CH:37]=[C:38]([F:40])[CH:39]=1)[O:5][CH:6]([CH2:12][C:13]1[CH:18]=[CH:17][C:16]([O:19][CH2:20][CH2:21][NH:22][C:23](=[O:36])[C:24]2[CH:29]=[CH:28][C:27]([C:30]3[CH:35]=[CH:34][CH:33]=[CH:32][N:31]=3)=[CH:26][CH:25]=2)=[CH:15][CH:14]=1)[C:7]([O:9]CC)=[O:8].[OH-].[Na+].